This data is from TCR-epitope binding with 47,182 pairs between 192 epitopes and 23,139 TCRs. The task is: Binary Classification. Given a T-cell receptor sequence (or CDR3 region) and an epitope sequence, predict whether binding occurs between them. (1) The epitope is FLNGSCGSV. The TCR CDR3 sequence is CASSFSGGSTDTQYF. Result: 1 (the TCR binds to the epitope). (2) Result: 1 (the TCR binds to the epitope). The epitope is RIFTIGTVTLK. The TCR CDR3 sequence is CASSLGSGPAKNIQYF. (3) The epitope is LPAADLDDF. The TCR CDR3 sequence is CASSTGGQAYGYTF. Result: 0 (the TCR does not bind to the epitope). (4) The epitope is YLKLTDNVYIK. The TCR CDR3 sequence is CATSERQGLGGYTF. Result: 0 (the TCR does not bind to the epitope).